From a dataset of Forward reaction prediction with 1.9M reactions from USPTO patents (1976-2016). Predict the product of the given reaction. Given the reactants [Cl:1][C:2]1[CH:17]=[CH:16][C:5]([O:6][CH2:7][CH:8]2[CH2:13][NH:12][CH2:11][C:10]([F:15])([F:14])[CH2:9]2)=[CH:4][CH:3]=1.[NH:18]1[CH:22]=[C:21]([C:23]2[CH:24]=[C:25]([CH:29]=[CH:30][CH:31]=2)[C:26](O)=[O:27])[CH:20]=[N:19]1.Cl.CN(C)CCCN=C=NCC.C(N(CC)C(C)C)(C)C, predict the reaction product. The product is: [NH:18]1[CH:22]=[C:21]([C:23]2[CH:24]=[C:25]([C:26]([N:12]3[CH2:13][CH:8]([CH2:7][O:6][C:5]4[CH:4]=[CH:3][C:2]([Cl:1])=[CH:17][CH:16]=4)[CH2:9][C:10]([F:15])([F:14])[CH2:11]3)=[O:27])[CH:29]=[CH:30][CH:31]=2)[CH:20]=[N:19]1.